Predict which catalyst facilitates the given reaction. From a dataset of Catalyst prediction with 721,799 reactions and 888 catalyst types from USPTO. Product: [C@@H:1]12[CH2:7][C@@H:4]([CH2:5][CH2:6]1)[CH2:3][C@@H:2]2[NH:8][C:9]1[S:10][C:11]2([CH2:28][CH2:27][O:26][CH2:25][CH2:24]2)[C:12](=[O:14])[N:13]=1. Reactant: [C@@H:1]12[CH2:7][C@@H:4]([CH2:5][CH2:6]1)[CH2:3][C@@H:2]2[NH:8][C:9]1[S:10][CH2:11][C:12](=[O:14])[N:13]=1.[Li+].CC([N-]C(C)C)C.Br[CH2:24][CH2:25][O:26][CH2:27][CH2:28]Br. The catalyst class is: 1.